This data is from Catalyst prediction with 721,799 reactions and 888 catalyst types from USPTO. The task is: Predict which catalyst facilitates the given reaction. (1) Reactant: [Cl:1][C:2]1[CH:7]=[CH:6][C:5]([C@@H:8]2[O:12][C:11](=[N:13][N+:14]([O-:16])=[O:15])[NH:10][C@H:9]2[CH3:17])=[CH:4][CH:3]=1.[H-].[Na+].[Cl:20][C:21]1[CH:26]=[CH:25][C:24]([CH2:27]Cl)=[CH:23][N:22]=1. Product: [Cl:1][C:2]1[CH:3]=[CH:4][C:5]([C@@H:8]2[O:12][C:11](=[N:13][N+:14]([O-:16])=[O:15])[N:10]([CH2:27][C:24]3[CH:25]=[CH:26][C:21]([Cl:20])=[N:22][CH:23]=3)[C@H:9]2[CH3:17])=[CH:6][CH:7]=1. The catalyst class is: 3. (2) Reactant: [Cl:1][C:2]1[CH:11]=[C:10]([CH3:12])[C:5]([C:6]([O:8][CH3:9])=[O:7])=[CH:4][N:3]=1.[Br:13]N1C(=O)CCC1=O.C(OOC(=O)C1C=CC=CC=1)(=O)C1C=CC=CC=1. Product: [Br:13][CH2:12][C:10]1[C:5]([C:6]([O:8][CH3:9])=[O:7])=[CH:4][N:3]=[C:2]([Cl:1])[CH:11]=1. The catalyst class is: 53. (3) Reactant: [ClH:1].[CH3:2][N:3]1[C:8]([CH3:9])=[CH:7][C:6](=[O:10])[C:5]([O:11]CC2C=CC=CC=2)=[C:4]1[CH2:19][O:20][CH3:21]. Product: [ClH:1].[CH3:2][N:3]1[C:8]([CH3:9])=[CH:7][C:6](=[O:10])[C:5]([OH:11])=[C:4]1[CH2:19][O:20][CH3:21]. The catalyst class is: 838. (4) Reactant: [O:1]=[C:2]1[C:6]2([CH2:11][CH2:10][N:9]([CH2:12][CH2:13][CH2:14][C:15](=[O:22])[C:16]3[CH:21]=[CH:20][CH:19]=[CH:18][CH:17]=3)[CH2:8][CH2:7]2)[N:5]([C:23]2[CH:28]=[CH:27][CH:26]=[CH:25][CH:24]=2)[CH2:4][N:3]1[C:29]1[CH:41]=[CH:40][CH:39]=[CH:38][C:30]=1[C:31]([O:33]C(C)(C)C)=[O:32]. The catalyst class is: 89. Product: [O:1]=[C:2]1[C:6]2([CH2:7][CH2:8][N:9]([CH2:12][CH2:13][CH2:14][C:15](=[O:22])[C:16]3[CH:21]=[CH:20][CH:19]=[CH:18][CH:17]=3)[CH2:10][CH2:11]2)[N:5]([C:23]2[CH:24]=[CH:25][CH:26]=[CH:27][CH:28]=2)[CH2:4][N:3]1[C:29]1[CH:41]=[CH:40][CH:39]=[CH:38][C:30]=1[C:31]([OH:33])=[O:32]. (5) Reactant: [ClH:1].[CH2:2]([N:6]([C:37]([NH:39][C:40]1[CH:45]=[CH:44][C:43]([F:46])=[CH:42][C:41]=1[F:47])=[O:38])[CH:7]1[CH2:12][CH2:11][N:10]([CH2:13][C:14]2[CH:36]=[CH:35][C:17]([O:18][C:19]3[CH:24]=[CH:23][C:22]([N:25]([S:31]([CH3:34])(=[O:33])=[O:32])[CH2:26][C:27]([O:29]C)=[O:28])=[CH:21][CH:20]=3)=[CH:16][CH:15]=2)[CH2:9][CH2:8]1)[CH2:3][CH2:4][CH3:5].[OH-].[Na+].Cl. Product: [ClH:1].[CH2:2]([N:6]([C:37]([NH:39][C:40]1[CH:45]=[CH:44][C:43]([F:46])=[CH:42][C:41]=1[F:47])=[O:38])[CH:7]1[CH2:12][CH2:11][N:10]([CH2:13][C:14]2[CH:36]=[CH:35][C:17]([O:18][C:19]3[CH:20]=[CH:21][C:22]([N:25]([CH2:26][C:27]([OH:29])=[O:28])[S:31]([CH3:34])(=[O:33])=[O:32])=[CH:23][CH:24]=3)=[CH:16][CH:15]=2)[CH2:9][CH2:8]1)[CH2:3][CH2:4][CH3:5]. The catalyst class is: 5. (6) The catalyst class is: 12. Reactant: [Br:1][C:2]1[CH:7]=[CH:6][C:5]([S:8]([C:11]2[N:12]=[N:13][C:14]([O:17]C)=[CH:15][CH:16]=2)(=[O:10])=[O:9])=[C:4]([F:19])[CH:3]=1.Cl. Product: [Br:1][C:2]1[CH:7]=[CH:6][C:5]([S:8]([C:11]2[CH:16]=[CH:15][C:14](=[O:17])[NH:13][N:12]=2)(=[O:10])=[O:9])=[C:4]([F:19])[CH:3]=1. (7) The catalyst class is: 7. Reactant: C[Mg]Br.[CH3:4][O:5][C:6]1[CH:11]=[CH:10][C:9]([C@@H:12]2[C@@H:17]([O:18][CH2:19][C:20]3[CH:21]=[CH:22][C:23]4[O:28][CH2:27][CH2:26][N:25]([CH2:29][CH2:30][CH2:31][O:32][CH3:33])[C:24]=4[CH:34]=3)[CH2:16][N:15]([S:35]([C:38]3[CH:43]=[CH:42][C:41]([CH3:44])=[CH:40][CH:39]=3)(=[O:37])=[O:36])[CH2:14][C@H:13]2[O:45]CC(OC)=O)=[CH:8][CH:7]=1.C[O:52][C:53]([CH3:56])([CH3:55])[CH3:54]. Product: [CH3:4][O:5][C:6]1[CH:11]=[CH:10][C:9]([C@@H:12]2[C@@H:17]([O:18][CH2:19][C:20]3[CH:21]=[CH:22][C:23]4[O:28][CH2:27][CH2:26][N:25]([CH2:29][CH2:30][CH2:31][O:32][CH3:33])[C:24]=4[CH:34]=3)[CH2:16][N:15]([S:35]([C:38]3[CH:39]=[CH:40][C:41]([CH3:44])=[CH:42][CH:43]=3)(=[O:36])=[O:37])[CH2:14][C@H:13]2[O:45][CH2:54][C:53]([CH3:56])([OH:52])[CH3:55])=[CH:8][CH:7]=1. (8) Reactant: [Br:1][C:2]1[CH:3]=[C:4]2[NH:10][C:9]([C:11]3[CH:12]=[C:13]([CH:15]=[CH:16][C:17]=3[Cl:18])[NH2:14])=[N:8][C:5]2=[N:6][CH:7]=1.[O:19]1[CH:23]=[CH:22][CH:21]=[C:20]1[C:24](Cl)=[O:25]. Product: [Br:1][C:2]1[CH:3]=[C:4]2[NH:10][C:9]([C:11]3[CH:12]=[C:13]([NH:14][C:24]([C:20]4[O:19][CH:23]=[CH:22][CH:21]=4)=[O:25])[CH:15]=[CH:16][C:17]=3[Cl:18])=[N:8][C:5]2=[N:6][CH:7]=1. The catalyst class is: 4. (9) Reactant: CC(OC([N:8]1[CH2:13][CH2:12][CH:11]([CH2:14][C:15]2[CH:16]=[C:17]([C:21]([NH:23][CH2:24][C:25]3[CH:26]=[CH:27][C:28]([F:52])=[C:29]([C:31]4[CH:36]=[CH:35][CH:34]=[C:33]([CH2:37][N:38]5[CH2:43][CH2:42][N:41](C(OC(C)(C)C)=O)[C@@H:40]([CH3:51])[CH2:39]5)[CH:32]=4)[CH:30]=3)=[O:22])[CH:18]=[CH:19][CH:20]=2)[CH2:10][CH2:9]1)=O)(C)C.[H-].[Na+].Br[CH2:56][CH:57]1[CH2:62][CH2:61][CH2:60][CH2:59][CH2:58]1. Product: [CH:57]1([CH2:56][N:23]([CH2:24][C:25]2[CH:30]=[C:29]([C:31]3[CH:36]=[CH:35][CH:34]=[C:33]([CH2:37][N:38]4[CH2:43][CH2:42][NH:41][C@@H:40]([CH3:51])[CH2:39]4)[CH:32]=3)[C:28]([F:52])=[CH:27][CH:26]=2)[C:21](=[O:22])[C:17]2[CH:18]=[CH:19][CH:20]=[C:15]([CH2:14][CH:11]3[CH2:10][CH2:9][NH:8][CH2:13][CH2:12]3)[CH:16]=2)[CH2:62][CH2:61][CH2:60][CH2:59][CH2:58]1. The catalyst class is: 3. (10) Reactant: [C:1]([O:5][C:6]([NH:8][C@@H:9]([CH2:21][C:22]1[CH:27]=[CH:26][CH:25]=[CH:24][CH:23]=1)[C:10]([O:12][C@@H:13]1[CH:18]2[CH2:19][CH2:20][N:15]([CH2:16][CH2:17]2)[CH2:14]1)=[O:11])=[O:7])([CH3:4])([CH3:3])[CH3:2].[Br:28][CH2:29][C:30]([C:32]1[CH:37]=[CH:36][CH:35]=[CH:34][CH:33]=1)=[O:31]. Product: [Br-:28].[C:1]([O:5][C:6]([NH:8][C@@H:9]([CH2:21][C:22]1[CH:23]=[CH:24][CH:25]=[CH:26][CH:27]=1)[C:10]([O:12][C@@H:13]1[CH:18]2[CH2:19][CH2:20][N+:15]([CH2:29][C:30](=[O:31])[C:32]3[CH:37]=[CH:36][CH:35]=[CH:34][CH:33]=3)([CH2:16][CH2:17]2)[CH2:14]1)=[O:11])=[O:7])([CH3:4])([CH3:2])[CH3:3]. The catalyst class is: 25.